From a dataset of Reaction yield outcomes from USPTO patents with 853,638 reactions. Predict the reaction yield, written as a fraction of the theoretical maximum amount of product (1.0 means a 100% yield; for example, 0.34 means a 34% yield). (1) The reactants are CN(C)[CH:3]=[CH:4][C:5]1[S:9][C:8]([C:10]([O:12][CH3:13])=[O:11])=[CH:7][C:6]=1[N+:14]([O-])=O.C([O-])=O.[NH4+]. The catalyst is CO.[Pd]. The product is [S:9]1[C:5]2[CH:4]=[CH:3][NH:14][C:6]=2[CH:7]=[C:8]1[C:10]([O:12][CH3:13])=[O:11]. The yield is 0.160. (2) The reactants are O[O:2][S:3]([O-:5])=O.[K+].[Cl:7][C:8]1[CH:31]=[CH:30][C:11]([NH:12][C:13]2[C:22]3[C:17](=[CH:18][C:19]([O:25][CH2:26][CH2:27]SC)=[C:20]([O:23][CH3:24])[CH:21]=3)[N:16]=[CH:15][N:14]=2)=[C:10]([F:32])[CH:9]=1.[CH3:33]O. The catalyst is O.C(Cl)Cl. The product is [Cl:7][C:8]1[CH:31]=[CH:30][C:11]([NH:12][C:13]2[C:22]3[C:17](=[CH:18][C:19]([O:25][CH2:26][CH2:27][S:3]([CH3:33])(=[O:5])=[O:2])=[C:20]([O:23][CH3:24])[CH:21]=3)[N:16]=[CH:15][N:14]=2)=[C:10]([F:32])[CH:9]=1. The yield is 0.800. (3) The reactants are Br[C:2]1[CH:7]=[C:6]([C:8]([F:11])([F:10])[F:9])[CH:5]=[CH:4][C:3]=1[S:12]([C:15]([F:32])([F:31])[CH:16]1[CH2:21][CH2:20][N:19]([C:22]([NH:24][C:25]2[CH:30]=[CH:29][N:28]=[N:27][CH:26]=2)=[O:23])[CH2:18][CH2:17]1)(=[O:14])=[O:13].[C:33]([Cu])#[N:34]. The catalyst is O1CCOCC1.O.C1C=CC(P(C2C=CC=CC=2)[C-]2C=CC=C2)=CC=1.C1C=CC(P(C2C=CC=CC=2)[C-]2C=CC=C2)=CC=1.[Fe+2]. The product is [C:33]([C:2]1[CH:7]=[C:6]([C:8]([F:11])([F:10])[F:9])[CH:5]=[CH:4][C:3]=1[S:12]([C:15]([F:32])([F:31])[CH:16]1[CH2:21][CH2:20][N:19]([C:22]([NH:24][C:25]2[CH:30]=[CH:29][N:28]=[N:27][CH:26]=2)=[O:23])[CH2:18][CH2:17]1)(=[O:14])=[O:13])#[N:34]. The yield is 0.310. (4) The reactants are [F:1][C:2]1[CH:7]=[C:6](C(O)=O)[CH:5]=[CH:4][C:3]=1[C:11]1[CH:16]=[CH:15][C:14]([O:17][CH2:18][CH:19]2[CH2:24][CH2:23][N:22]([CH2:25][C:26]3([C:30]([F:33])([F:32])[F:31])[CH2:29][CH2:28][CH2:27]3)[CH2:21][CH2:20]2)=[C:13]([F:34])[CH:12]=1.C(Cl)CCl.[CH:39]1[CH:40]=C[C:42]2[N:47](O)N=[N:45][C:43]=2[CH:44]=1.CCN(C(C)C)C(C)C.N1CCC[C@H]1[C:63](N)=[O:64].[OH2:66]. The catalyst is C(Cl)Cl. The product is [F:1][C:2]1([C:63]([N:45]2[CH2:40][CH2:39][CH2:44][C@H:43]2[C:42]([NH2:47])=[O:66])=[O:64])[CH2:7][CH:6]=[CH:5][CH:4]=[C:3]1[C:11]1[CH:16]=[CH:15][C:14]([O:17][CH2:18][CH:19]2[CH2:20][CH2:21][N:22]([CH2:25][C:26]3([C:30]([F:31])([F:33])[F:32])[CH2:27][CH2:28][CH2:29]3)[CH2:23][CH2:24]2)=[C:13]([F:34])[CH:12]=1. The yield is 0.710. (5) The reactants are [Cl:1][C:2]1[CH:7]=[CH:6][C:5]([C:8]2[C:17]3[C:12](=[CH:13][CH:14]=[C:15]([C:18](O)=[O:19])[CH:16]=3)[CH:11]=[N:10][CH:9]=2)=[CH:4][CH:3]=1.F[B-](F)(F)F.[N:26]1(OC(N(C)C)=[N+](C)C)[C:30]2[CH:31]=[CH:32][CH:33]=[CH:34][C:29]=2N=N1.C(N(CC)C(C)C)(C)C.NC1C=CC=CC=1. The catalyst is CN(C)C=O. The product is [Cl:1][C:2]1[CH:3]=[CH:4][C:5]([C:8]2[C:17]3[C:12](=[CH:13][CH:14]=[C:15]([C:18]([NH:26][C:30]4[CH:31]=[CH:32][CH:33]=[CH:34][CH:29]=4)=[O:19])[CH:16]=3)[CH:11]=[N:10][CH:9]=2)=[CH:6][CH:7]=1. The yield is 0.360. (6) The reactants are [CH3:1][O:2][C:3]([C:5]1[CH:10]=[CH:9][C:8](Br)=[CH:7][N:6]=1)=[O:4].[F:12][C:13]1[CH:14]=[C:15]([C:19]#[CH:20])[CH:16]=[CH:17][CH:18]=1.C(N(CC)CC)C. The catalyst is CN(C=O)C.C1C=CC(P(C2C=CC=CC=2)C2C=CC=CC=2)=CC=1.C1C=CC(P(C2C=CC=CC=2)C2C=CC=CC=2)=CC=1.Cl[Pd]Cl.[Cu]I.C1(P(C2C=CC=CC=2)C2C=CC=CC=2)C=CC=CC=1. The product is [CH3:1][O:2][C:3]([C:5]1[CH:10]=[CH:9][C:8]([C:20]#[C:19][C:15]2[CH:16]=[CH:17][CH:18]=[C:13]([F:12])[CH:14]=2)=[CH:7][N:6]=1)=[O:4]. The yield is 0.660.